From a dataset of Forward reaction prediction with 1.9M reactions from USPTO patents (1976-2016). Predict the product of the given reaction. Given the reactants [F:1][C:2]1[CH:7]=[CH:6][CH:5]=[C:4]([F:8])[C:3]=1[N:9]1[C:14]2[N:15]=[C:16]([N:29]3[CH2:34][CH2:33][CH:32]([NH:35]C(OC(C)(C)C)=O)[CH2:31][CH2:30]3)[N:17]=[C:18]([C:19]3[CH:20]=[C:21]([CH:25]=[CH:26][C:27]=3[CH3:28])[C:22]([OH:24])=O)[C:13]=2[CH2:12][NH:11][C:10]1=[O:43].C(Cl)CCl.C1[CH:49]=[CH:50][C:51]2N(O)N=[N:54][C:52]=2C=1.C1(CN)CC1, predict the reaction product. The product is: [NH2:35][CH:32]1[CH2:31][CH2:30][N:29]([C:16]2[N:17]=[C:18]([C:19]3[CH:20]=[C:21]([CH:25]=[CH:26][C:27]=3[CH3:28])[C:22]([NH:54][CH2:52][CH:51]3[CH2:49][CH2:50]3)=[O:24])[C:13]3[CH2:12][NH:11][C:10](=[O:43])[N:9]([C:3]4[C:4]([F:8])=[CH:5][CH:6]=[CH:7][C:2]=4[F:1])[C:14]=3[N:15]=2)[CH2:34][CH2:33]1.